This data is from NCI-60 drug combinations with 297,098 pairs across 59 cell lines. The task is: Regression. Given two drug SMILES strings and cell line genomic features, predict the synergy score measuring deviation from expected non-interaction effect. (1) Drug 1: CC1=C(C=C(C=C1)NC2=NC=CC(=N2)N(C)C3=CC4=NN(C(=C4C=C3)C)C)S(=O)(=O)N.Cl. Drug 2: CC1=CC2C(CCC3(C2CCC3(C(=O)C)OC(=O)C)C)C4(C1=CC(=O)CC4)C. Cell line: SF-539. Synergy scores: CSS=15.2, Synergy_ZIP=5.57, Synergy_Bliss=9.60, Synergy_Loewe=6.29, Synergy_HSA=9.59. (2) Drug 1: CC1C(C(CC(O1)OC2CC(CC3=C2C(=C4C(=C3O)C(=O)C5=C(C4=O)C(=CC=C5)OC)O)(C(=O)CO)O)N)O.Cl. Drug 2: CC(C)(C#N)C1=CC(=CC(=C1)CN2C=NC=N2)C(C)(C)C#N. Cell line: HOP-62. Synergy scores: CSS=34.2, Synergy_ZIP=-2.24, Synergy_Bliss=-9.22, Synergy_Loewe=-12.5, Synergy_HSA=-11.8. (3) Cell line: SNB-19. Drug 1: C1CCC(C1)C(CC#N)N2C=C(C=N2)C3=C4C=CNC4=NC=N3. Synergy scores: CSS=-3.11, Synergy_ZIP=2.10, Synergy_Bliss=2.01, Synergy_Loewe=-2.50, Synergy_HSA=-1.03. Drug 2: CS(=O)(=O)CCNCC1=CC=C(O1)C2=CC3=C(C=C2)N=CN=C3NC4=CC(=C(C=C4)OCC5=CC(=CC=C5)F)Cl.